The task is: Predict the reaction yield, written as a fraction of the theoretical maximum amount of product (1.0 means a 100% yield; for example, 0.34 means a 34% yield).. This data is from Reaction yield outcomes from USPTO patents with 853,638 reactions. (1) The reactants are C(Cl)CCl.[NH2:5][C:6]1[N:11]=[CH:10][C:9](/[CH:12]=[CH:13]/[C:14]([OH:16])=O)=[CH:8][CH:7]=1.[CH2:17]([N:19]1[C:27]2[C:22](=[CH:23][CH:24]=[CH:25][CH:26]=2)[C:21]([CH2:28][NH:29][CH3:30])=[CH:20]1)[CH3:18].C1C=CC2N(O)N=NC=2C=1.O.C(N(C(C)C)CC)(C)C. The catalyst is CN(C=O)C. The product is [NH2:5][C:6]1[N:11]=[CH:10][C:9](/[CH:12]=[CH:13]/[C:14]([N:29]([CH2:28][C:21]2[C:22]3[C:27](=[CH:26][CH:25]=[CH:24][CH:23]=3)[N:19]([CH2:17][CH3:18])[CH:20]=2)[CH3:30])=[O:16])=[CH:8][CH:7]=1. The yield is 0.520. (2) The reactants are [Si]([O:8][CH:9]1[CH2:14][CH2:13][CH:12]([O:15][C:16]2[CH:21]=[CH:20][C:19]([N:22]3[C:27](=[O:28])[C:26]([CH2:29][C:30]4[CH:35]=[CH:34][C:33]([C:36]5[CH:41]=[CH:40][CH:39]=[CH:38][C:37]=5[C:42]5[NH:46][C:45](=[O:47])[O:44][N:43]=5)=[CH:32][CH:31]=4)=[C:25]([CH2:48][CH2:49][CH3:50])[N:24]=[C:23]3[CH3:51])=[CH:18][CH:17]=2)[CH2:11][CH2:10]1)(C(C)(C)C)(C)C.[F-].C([N+](CCCC)(CCCC)CCCC)CCC.C(OCC)(=O)C.O. The catalyst is O1CCCC1. The product is [OH:8][CH:9]1[CH2:14][CH2:13][CH:12]([O:15][C:16]2[CH:17]=[CH:18][C:19]([N:22]3[C:27](=[O:28])[C:26]([CH2:29][C:30]4[CH:35]=[CH:34][C:33]([C:36]5[CH:41]=[CH:40][CH:39]=[CH:38][C:37]=5[C:42]5[NH:46][C:45](=[O:47])[O:44][N:43]=5)=[CH:32][CH:31]=4)=[C:25]([CH2:48][CH2:49][CH3:50])[N:24]=[C:23]3[CH3:51])=[CH:20][CH:21]=2)[CH2:11][CH2:10]1. The yield is 0.680. (3) The reactants are Br[CH2:2][C:3]([C:5]1[CH:10]=[CH:9][CH:8]=[CH:7][C:6]=1[N+:11]([O-:13])=[O:12])=O.[NH2:14][C:15]1[CH:20]=[CH:19][CH:18]=[CH:17][N:16]=1. The catalyst is CC(C)=O. The product is [N+:11]([C:6]1[CH:7]=[CH:8][CH:9]=[CH:10][C:5]=1[C:3]1[N:14]=[C:15]2[CH:20]=[CH:19][CH:18]=[CH:17][N:16]2[CH:2]=1)([O-:13])=[O:12]. The yield is 0.740. (4) The reactants are C[C@@H:2]([OH:34])[C@H:3]1[O:8][C@H:7]([O:9][C@H]2[C@H](O)[C@@H](O[C@H]3OC[C@@](O)(C)[C@H](NC)[C@H]3O)[C@H](N)C[C@@H]2N)[C@H:6](N)[C@@H:5]([OH:32])[C@@H:4]1[OH:33].P([O-])([O-])([O-])=[O:36].[K+].[K+].[K+]. No catalyst specified. The product is [O:9]=[CH:7][C@@H:6]([C@H:5]([C@@H:4]([C@@H:3]([CH2:2][OH:34])[OH:8])[OH:33])[OH:32])[OH:36]. The yield is 0.000500. (5) The yield is 0.530. The reactants are [CH3:1][O:2][C:3]1[CH:8]=[CH:7][CH:6]=[CH:5][C:4]=1[S:9]([NH:12][CH2:13][C:14]1[CH:19]=[CH:18][C:17](B(O)O)=[CH:16][CH:15]=1)(=[O:11])=[O:10].Br[C:24]1[CH:25]=[CH:26][C:27]([O:34][CH3:35])=[C:28]([CH:33]=1)[C:29]([O:31][CH3:32])=[O:30].CCN(CC)CC. The product is [CH3:35][O:34][C:27]1[CH:26]=[CH:25][C:24]([C:17]2[CH:18]=[CH:19][C:14]([CH2:13][NH:12][S:9]([C:4]3[CH:5]=[CH:6][CH:7]=[CH:8][C:3]=3[O:2][CH3:1])(=[O:11])=[O:10])=[CH:15][CH:16]=2)=[CH:33][C:28]=1[C:29]([O:31][CH3:32])=[O:30]. The catalyst is C1C=CC(P(C2C=CC=CC=2)C2C=CC=CC=2)=CC=1.C1C=CC(P(C2C=CC=CC=2)C2C=CC=CC=2)=CC=1.Cl[Pd]Cl.C(O)C.